Task: Regression. Given a peptide amino acid sequence and an MHC pseudo amino acid sequence, predict their binding affinity value. This is MHC class II binding data.. Dataset: Peptide-MHC class II binding affinity with 134,281 pairs from IEDB (1) The peptide sequence is TALTGAMRVTKDTND. The MHC is HLA-DQA10201-DQB10301 with pseudo-sequence HLA-DQA10201-DQB10301. The binding affinity (normalized) is 0.733. (2) The peptide sequence is IDLWSYNAELLVALE. The MHC is DRB1_0901 with pseudo-sequence DRB1_0901. The binding affinity (normalized) is 0.342.